This data is from Full USPTO retrosynthesis dataset with 1.9M reactions from patents (1976-2016). The task is: Predict the reactants needed to synthesize the given product. (1) The reactants are: C(OC([N:8]1[CH2:28][CH2:27][C:12]2=[C:13]([N:20]3[CH2:26][CH2:25][CH2:24][O:23][CH2:22][CH2:21]3)[N:14]3[C:18]([N:19]=[C:11]2[CH2:10][CH2:9]1)=[CH:17][CH:16]=[N:15]3)=O)(C)(C)C.[ClH:29]. Given the product [O:23]1[CH2:24][CH2:25][CH2:26][N:20]([C:13]2[N:14]3[C:18]([N:19]=[C:11]4[CH2:10][CH2:9][NH:8][CH2:28][CH2:27][C:12]=24)=[CH:17][CH:16]=[N:15]3)[CH2:21][CH2:22]1.[ClH:29], predict the reactants needed to synthesize it. (2) Given the product [Cl:21][C:11]1[CH:10]=[C:9]([C:7]([OH:8])=[O:6])[CH:14]=[CH:13][C:12]=1[C:15]1[CH:16]=[CH:17][CH:18]=[CH:19][CH:20]=1, predict the reactants needed to synthesize it. The reactants are: CO.[OH-].[Na+].C[O:6][C:7]([C:9]1[CH:14]=[CH:13][C:12]([C:15]2[CH:20]=[CH:19][CH:18]=[CH:17][CH:16]=2)=[C:11]([Cl:21])[CH:10]=1)=[O:8].Cl. (3) Given the product [CH3:41][O:40][C:29]1[CH:28]=[CH:27][C:26]([CH2:25][N:22]2[CH:17]=[C:16]([CH2:15][NH:14][C:12](=[O:13])[C:11]3[CH:18]=[CH:19][CH:20]=[N:21][C:10]=3[NH:9][C:6]3[CH:7]=[CH:8][C:3]([O:2][CH3:1])=[CH:4][CH:5]=3)[N:24]=[N:23]2)=[CH:31][CH:30]=1, predict the reactants needed to synthesize it. The reactants are: [CH3:1][O:2][C:3]1[CH:8]=[CH:7][C:6]([NH:9][C:10]2[N:21]=[CH:20][CH:19]=[CH:18][C:11]=2[C:12]([NH:14][CH2:15][C:16]#[CH:17])=[O:13])=[CH:5][CH:4]=1.[N:22]([CH2:25][C:26]1[CH:31]=[CH:30][CH:29]=[C:28](OC2C=CC=CC=2)[CH:27]=1)=[N+:23]=[N-:24].O.[O:40]=[C:41]1O[C@H]([C@H](CO)O)C([O-])=C1O.[Na+]. (4) Given the product [O:19]1[CH2:23][CH2:22][CH:21]([NH:1][C@H:2]2[CH2:7][CH2:6][C@H:5]([NH:8][C:9](=[O:18])[O:10][CH2:11][C:12]3[CH:13]=[CH:14][CH:15]=[CH:16][CH:17]=3)[CH2:4][CH2:3]2)[CH2:20]1, predict the reactants needed to synthesize it. The reactants are: [NH2:1][C@H:2]1[CH2:7][CH2:6][C@H:5]([NH:8][C:9](=[O:18])[O:10][CH2:11][C:12]2[CH:17]=[CH:16][CH:15]=[CH:14][CH:13]=2)[CH2:4][CH2:3]1.[O:19]1[CH2:23][CH2:22][C:21](=O)[CH2:20]1.C(O)(=O)C.C(O[BH-](OC(=O)C)OC(=O)C)(=O)C.[Na+]. (5) The reactants are: [CH:1]([C:4]1[C:8]([CH2:9][CH2:10][C:11](OCC)=[O:12])=[CH:7][N:6]([C:16]2[CH:21]=[CH:20][C:19]([C:22]([F:25])([F:24])[F:23])=[CH:18][CH:17]=2)[N:5]=1)([CH3:3])[CH3:2].[H-].[Al+3].[Li+].[H-].[H-].[H-].O.O.O.O.O.O.O.O.O.O.[O-]S([O-])(=O)=O.[Na+].[Na+]. Given the product [CH:1]([C:4]1[C:8]([CH2:9][CH2:10][CH2:11][OH:12])=[CH:7][N:6]([C:16]2[CH:17]=[CH:18][C:19]([C:22]([F:24])([F:25])[F:23])=[CH:20][CH:21]=2)[N:5]=1)([CH3:3])[CH3:2], predict the reactants needed to synthesize it. (6) Given the product [Br:8][C:5]1[CH:6]=[CH:7][C:2]([O:11][CH2:12][CH:13]2[CH2:18][CH2:17][N:16]([C:19]([O:21][C:22]([CH3:25])([CH3:24])[CH3:23])=[O:20])[CH2:15][CH2:14]2)=[N:3][CH:4]=1, predict the reactants needed to synthesize it. The reactants are: Br[C:2]1[CH:7]=[CH:6][C:5]([Br:8])=[CH:4][N:3]=1.[H-].[Na+].[OH:11][CH2:12][CH:13]1[CH2:18][CH2:17][N:16]([C:19]([O:21][C:22]([CH3:25])([CH3:24])[CH3:23])=[O:20])[CH2:15][CH2:14]1.